This data is from Reaction yield outcomes from USPTO patents with 853,638 reactions. The task is: Predict the reaction yield, written as a fraction of the theoretical maximum amount of product (1.0 means a 100% yield; for example, 0.34 means a 34% yield). (1) The reactants are [C:1]([O-:4])([O-:3])=O.[K+].[K+].[NH:7]1[CH2:12][CH2:11][CH2:10][CH2:9][CH2:8]1.[C:13](Cl)([O:15][CH2:16][C:17]1[CH:22]=[CH:21][CH:20]=[CH:19][CH:18]=1)=[O:14].[CH2:24]1COC[CH2:25]1.O. No catalyst specified. The product is [CH2:24]([O:3][C:1]([C@@H:9]1[CH2:10][CH2:11][CH2:12][N:7]([C:13]([O:15][CH2:16][C:17]2[CH:22]=[CH:21][CH:20]=[CH:19][CH:18]=2)=[O:14])[CH2:8]1)=[O:4])[CH3:25]. The yield is 1.00. (2) The reactants are [C:1]([NH:4][C:5]1[CH:10]=[CH:9][C:8]([N:11]2[CH2:20][CH2:19][C:18]3[C:13](=[CH:14][CH:15]=[C:16]([O:21]C)[CH:17]=3)[CH:12]2[CH2:23][C:24]2[CH:29]=[CH:28][C:27]([OH:30])=[CH:26][CH:25]=2)=[CH:7][CH:6]=1)(=[O:3])[CH3:2].B(Br)(Br)Br. The catalyst is C(Cl)Cl. The product is [C:1]([NH:4][C:5]1[CH:6]=[CH:7][C:8]([N:11]2[CH2:20][CH2:19][C:18]3[C:13](=[CH:14][CH:15]=[C:16]([OH:21])[CH:17]=3)[CH:12]2[CH2:23][C:24]2[CH:25]=[CH:26][C:27]([OH:30])=[CH:28][CH:29]=2)=[CH:9][CH:10]=1)(=[O:3])[CH3:2]. The yield is 0.750. (3) The reactants are [CH:1]1([S:4]([C:7]2[CH:12]=[CH:11][C:10]([CH:13]([C:21]3[NH:25][C:24]([C:26]4[N:31]=[CH:30][C:29]([CH:32]=O)=[CH:28][CH:27]=4)=[CH:23][CH:22]=3)[CH2:14][CH:15]3[CH2:20][CH2:19][O:18][CH2:17][CH2:16]3)=[CH:9][CH:8]=2)(=[O:6])=[O:5])[CH2:3][CH2:2]1.Br(O)(=O)=O.Br(O)(=O)=O.[CH2:42]([N:49]1[CH2:54][C@@H:53]2[CH2:55][C@H:50]1[CH2:51][NH:52]2)[C:43]1[CH:48]=[CH:47][CH:46]=[CH:45][CH:44]=1.C(N(CC)CC)C.C(O[BH-](OC(=O)C)OC(=O)C)(=O)C.[Na+]. The catalyst is ClCCCl.C(OCC)(=O)C. The product is [CH2:42]([N:49]1[CH2:54][C@@H:53]2[CH2:55][C@H:50]1[CH2:51][N:52]2[CH2:32][C:29]1[CH:30]=[N:31][C:26]([C:24]2[NH:25][C:21]([CH:13]([C:10]3[CH:11]=[CH:12][C:7]([S:4]([CH:1]4[CH2:3][CH2:2]4)(=[O:6])=[O:5])=[CH:8][CH:9]=3)[CH2:14][CH:15]3[CH2:16][CH2:17][O:18][CH2:19][CH2:20]3)=[CH:22][CH:23]=2)=[CH:27][CH:28]=1)[C:43]1[CH:44]=[CH:45][CH:46]=[CH:47][CH:48]=1. The yield is 0.630.